From a dataset of Forward reaction prediction with 1.9M reactions from USPTO patents (1976-2016). Predict the product of the given reaction. Given the reactants C(N(CC)C(C)C)(C)C.Cl.[NH2:11][CH:12]([CH3:17])[C:13]([O:15][CH3:16])=[O:14].[Br:18][C:19]1[CH:27]=[CH:26][C:22]([C:23](O)=[O:24])=[C:21]([F:28])[CH:20]=1.F[P-](F)(F)(F)(F)F.N1(O[P+](N(C)C)(N(C)C)N(C)C)C2C=CC=CC=2N=N1.CN(C)C=O, predict the reaction product. The product is: [Br:18][C:19]1[CH:27]=[CH:26][C:22]([C:23]([NH:11][CH:12]([CH3:17])[C:13]([O:15][CH3:16])=[O:14])=[O:24])=[C:21]([F:28])[CH:20]=1.